From a dataset of Catalyst prediction with 721,799 reactions and 888 catalyst types from USPTO. Predict which catalyst facilitates the given reaction. (1) Reactant: [N:1]1[CH:6]=[CH:5][CH:4]=[C:3]([NH:7][C:8](=[O:14])[O:9][C:10]([CH3:13])([CH3:12])[CH3:11])[CH:2]=1.[Li]C(C)(C)C.N1([CH:26]=[O:27])CCCCC1.[NH4+].[Cl-]. Product: [CH:26]([C:4]1[CH:5]=[CH:6][N:1]=[CH:2][C:3]=1[NH:7][C:8](=[O:14])[O:9][C:10]([CH3:11])([CH3:13])[CH3:12])=[O:27]. The catalyst class is: 1. (2) Reactant: [NH2:1][C:2]1[C:3]([Cl:10])=[N:4][C:5]([Cl:9])=[CH:6][C:7]=1[CH3:8].N1C=CC=CC=1.[Br:17][C:18]1[CH:19]=[C:20]([C:25](Cl)=[O:26])[C:21]([Cl:24])=[N:22][CH:23]=1. Product: [Br:17][C:18]1[CH:19]=[C:20]([C:25]([NH:1][C:2]2[C:3]([Cl:10])=[N:4][C:5]([Cl:9])=[CH:6][C:7]=2[CH3:8])=[O:26])[C:21]([Cl:24])=[N:22][CH:23]=1. The catalyst class is: 93.